This data is from Reaction yield outcomes from USPTO patents with 853,638 reactions. The task is: Predict the reaction yield, written as a fraction of the theoretical maximum amount of product (1.0 means a 100% yield; for example, 0.34 means a 34% yield). (1) The reactants are [Cl:1][C:2]1[CH:3]=[C:4]2[C:13](=[C:14]([Cl:16])[CH:15]=1)[C:12](O)=[C:11]1[C:6]([CH2:7][CH2:8][CH2:9][CH2:10]1)=[N:5]2.P(Cl)(Cl)([Cl:20])=O. No catalyst specified. The product is [Cl:1][C:2]1[CH:3]=[C:4]2[C:13](=[C:14]([Cl:16])[CH:15]=1)[C:12]([Cl:20])=[C:11]1[C:6]([CH2:7][CH2:8][CH2:9][CH2:10]1)=[N:5]2. The yield is 0.680. (2) The reactants are FC(F)(F)C(O)=O.C([O:12][C:13](=[O:37])[CH:14]([CH2:18][S:19]([N:22]1[CH2:34][CH2:33][C:32]2[C:31]3[C:26](=[CH:27][CH:28]=[C:29]([O:35][CH3:36])[CH:30]=3)[NH:25][C:24]=2[CH2:23]1)(=[O:21])=[O:20])[CH:15]([CH3:17])[CH3:16])(C)(C)C.ClCCl.CO. The catalyst is ClCCl. The product is [CH3:36][O:35][C:29]1[CH:30]=[C:31]2[C:26](=[CH:27][CH:28]=1)[NH:25][C:24]1[CH2:23][N:22]([S:19]([CH2:18][CH:14]([CH:15]([CH3:17])[CH3:16])[C:13]([OH:37])=[O:12])(=[O:21])=[O:20])[CH2:34][CH2:33][C:32]2=1. The yield is 0.620. (3) The reactants are Br[C:2]1[CH:3]=[CH:4][C:5]([CH2:8][N:9]2[CH2:14][CH2:13][N:12]([C:15]([O:17][C:18]([CH3:21])([CH3:20])[CH3:19])=[O:16])[CH2:11][CH2:10]2)=[N:6][CH:7]=1.[F:22][C:23]1[CH:24]=[C:25](B(O)O)[CH:26]=[CH:27][CH:28]=1.C(=O)([O-])[O-].[K+].[K+].O1CCOCC1. The catalyst is O.C1C=CC([P]([Pd]([P](C2C=CC=CC=2)(C2C=CC=CC=2)C2C=CC=CC=2)([P](C2C=CC=CC=2)(C2C=CC=CC=2)C2C=CC=CC=2)[P](C2C=CC=CC=2)(C2C=CC=CC=2)C2C=CC=CC=2)(C2C=CC=CC=2)C2C=CC=CC=2)=CC=1. The product is [F:22][C:23]1[CH:28]=[C:27]([C:2]2[CH:3]=[CH:4][C:5]([CH2:8][N:9]3[CH2:14][CH2:13][N:12]([C:15]([O:17][C:18]([CH3:21])([CH3:20])[CH3:19])=[O:16])[CH2:11][CH2:10]3)=[N:6][CH:7]=2)[CH:26]=[CH:25][CH:24]=1. The yield is 0.920. (4) The reactants are [CH3:1][S:2](Cl)(=[O:4])=[O:3].[F:6][CH2:7][CH2:8][CH2:9][OH:10]. The catalyst is C(Cl)Cl. The product is [CH3:1][S:2]([O:10][CH2:9][CH2:8][CH2:7][F:6])(=[O:4])=[O:3]. The yield is 0.936. (5) The reactants are [CH:1]1([CH2:6][N:7]([CH2:18][CH3:19])[C:8]2[C:13]([C:14]#N)=[CH:12][CH:11]=[C:10]([CH2:16][CH3:17])[N:9]=2)[CH2:5][CH2:4][CH2:3][CH2:2]1.[H-].C([Al+]CC(C)C)C(C)C.[OH-:30].[Na+]. The catalyst is ClCCl. The product is [CH:1]1([CH2:6][N:7]([CH2:18][CH3:19])[C:8]2[N:9]=[C:10]([CH2:16][CH3:17])[CH:11]=[CH:12][C:13]=2[CH:14]=[O:30])[CH2:5][CH2:4][CH2:3][CH2:2]1. The yield is 0.480. (6) The reactants are [OH:1][C:2]1([CH2:18][C:19]#[N:20])[C:13]2[C:12]3[O:11][C:10]([CH3:14])=[N:9][C:8]=3[CH:7]=[CH:6][C:5]=2[CH2:4][CH:3]1[CH:15]([CH3:17])[CH3:16].N.[CH2:22]([OH:24])[CH3:23].C(N(CC)CC)C.C(OC(=O)C)(=O)C.C(=O)([O-])O.[Na+]. The catalyst is C(O)C.[Co]. The product is [OH:1][C:2]1([CH2:18][CH2:19][NH:20][C:22](=[O:24])[CH3:23])[C:13]2[C:12]3[O:11][C:10]([CH3:14])=[N:9][C:8]=3[CH:7]=[CH:6][C:5]=2[CH2:4][CH:3]1[CH:15]([CH3:17])[CH3:16]. The yield is 0.190. (7) The yield is 0.300. The reactants are Br[C:2]1[C:11]2[C:6](=[CH:7][C:8]([C:12]3[CH:17]=[CH:16][C:15]([O:18][CH3:19])=[CH:14][CH:13]=3)=[CH:9][CH:10]=2)[CH:5]=[CH:4][C:3]=1[O:20][CH3:21].[C:22]([Cu])#[N:23].CN(C=O)C. The catalyst is C(OCC)(=O)C. The product is [CH3:21][O:20][C:3]1[CH:4]=[CH:5][C:6]2[C:11](=[CH:10][CH:9]=[C:8]([C:12]3[CH:17]=[CH:16][C:15]([O:18][CH3:19])=[CH:14][CH:13]=3)[CH:7]=2)[C:2]=1[C:22]#[N:23]. (8) The reactants are [Cl:1][C:2]1[CH:11]=[C:10]2[C:5]([NH:6][C:7](=O)[CH:8]3[CH2:15][N:14]([C:16]([O:18][CH2:19][C:20]4[CH:25]=[CH:24][CH:23]=[CH:22][CH:21]=4)=[O:17])[CH2:13][CH2:12][N:9]32)=[CH:4][CH:3]=1.B.C1COCC1.CO. The catalyst is C1COCC1. The product is [Cl:1][C:2]1[CH:11]=[C:10]2[C:5]([NH:6][CH2:7][CH:8]3[CH2:15][N:14]([C:16]([O:18][CH2:19][C:20]4[CH:21]=[CH:22][CH:23]=[CH:24][CH:25]=4)=[O:17])[CH2:13][CH2:12][N:9]32)=[CH:4][CH:3]=1. The yield is 0.650.